Dataset: Reaction yield outcomes from USPTO patents with 853,638 reactions. Task: Predict the reaction yield, written as a fraction of the theoretical maximum amount of product (1.0 means a 100% yield; for example, 0.34 means a 34% yield). (1) The reactants are [OH:1][C:2]1[CH:3]=[C:4](/[CH:10]=[CH:11]/[C:12]([NH:14][C:15]2[CH:23]=[CH:22][CH:21]=[CH:20][C:16]=2[C:17]([OH:19])=[O:18])=O)[CH:5]=[CH:6][C:7]=1[O:8][CH3:9].[C:24](OC(=O)C)(=[O:26])[CH3:25]. The catalyst is O. The product is [C:24]([O:1][C:2]1[CH:3]=[C:4]([CH:5]=[CH:6][C:7]=1[O:8][CH3:9])/[CH:10]=[CH:11]/[C:12]1[O:19][C:17](=[O:18])[C:16]2[CH:20]=[CH:21][CH:22]=[CH:23][C:15]=2[N:14]=1)(=[O:26])[CH3:25]. The yield is 0.930. (2) The reactants are [NH2:1][C:2]1[CH:7]=[C:6]([CH3:8])[CH:5]=[CH:4][C:3]=1[S:9][CH2:10][C:11]1[CH:20]=[CH:19][CH:18]=[CH:17][C:12]=1[C:13]([O:15][CH3:16])=[O:14].[O:21]1[C:25]2[CH:26]=[CH:27][CH:28]=[CH:29][C:24]=2[CH:23]=[C:22]1[S:30](Cl)(=[O:32])=[O:31]. The catalyst is N1C=CC=CC=1. The product is [O:21]1[C:25]2[CH:26]=[CH:27][CH:28]=[CH:29][C:24]=2[CH:23]=[C:22]1[S:30]([NH:1][C:2]1[CH:7]=[C:6]([CH3:8])[CH:5]=[CH:4][C:3]=1[S:9][CH2:10][C:11]1[CH:20]=[CH:19][CH:18]=[CH:17][C:12]=1[C:13]([O:15][CH3:16])=[O:14])(=[O:32])=[O:31]. The yield is 0.750. (3) The reactants are [OH:1][CH2:2][C:3]1[CH:4]=[C:5]([OH:9])[CH:6]=[CH:7][CH:8]=1.C(N(CC)CC)C.[Cl-].[Mg+2].[Cl-].[CH2:20]=[O:21]. The catalyst is CC#N. The product is [OH:9][C:5]1[CH:4]=[C:3]([CH2:2][OH:1])[CH:8]=[CH:7][C:6]=1[CH:20]=[O:21]. The yield is 0.290. (4) The reactants are [CH3:1][C:2]1[C:6]([C:7]([NH2:9])=[O:8])=[C:5]([NH:10][C:11](=O)[CH2:12][CH:13]([CH3:15])[CH3:14])[S:4][N:3]=1. The catalyst is N. The product is [CH2:12]([C:11]1[NH:9][C:7](=[O:8])[C:6]2[C:2]([CH3:1])=[N:3][S:4][C:5]=2[N:10]=1)[CH:13]([CH3:15])[CH3:14]. The yield is 0.380. (5) The reactants are Cl.[CH3:2][NH:3][O:4][CH3:5].CCN(C(C)C)C(C)C.C[Al](C)C.[CH3:19][O:20][C:21]1[C:22]([C:38](OC)=[O:39])=[N:23][N:24]([C:28]2[CH:33]=[CH:32][CH:31]=[C:30]([C:34]([F:37])([F:36])[F:35])[CH:29]=2)[C:25](=[O:27])[CH:26]=1. The catalyst is C(Cl)Cl. The product is [CH3:5][O:4][N:3]([CH3:2])[C:38]([C:22]1[C:21]([O:20][CH3:19])=[CH:26][C:25](=[O:27])[N:24]([C:28]2[CH:33]=[CH:32][CH:31]=[C:30]([C:34]([F:36])([F:35])[F:37])[CH:29]=2)[N:23]=1)=[O:39]. The yield is 0.830. (6) The reactants are [H-].[Na+].[NH:3]1[CH:7]=[CH:6][N:5]=[N:4]1.Br[CH2:9][CH2:10][CH2:11][Cl:12].O. The catalyst is CCCCCC. The product is [Cl:12][CH2:11][CH2:10][CH2:9][N:4]1[N:5]=[CH:6][CH:7]=[N:3]1.[Cl:12][CH2:11][CH2:10][CH2:9][N:3]1[CH:7]=[CH:6][N:5]=[N:4]1. The yield is 0.114. (7) The reactants are [CH:1]([C:4]1[CH:9]=[CH:8][C:7]([NH:10][C:11]2[CH:19]=[CH:18][CH:17]=[C:13]([C:14]([OH:16])=O)[C:12]=2[C:20](O)=[O:21])=[CH:6][CH:5]=1)([CH3:3])[CH3:2].Cl.[NH2:24][CH:25]1[CH2:31][CH2:30][C:29](=[O:32])[NH:28][C:26]1=[O:27]. The catalyst is N1C=CC=CC=1. The product is [CH:1]([C:4]1[CH:9]=[CH:8][C:7]([NH:10][C:11]2[CH:19]=[CH:18][CH:17]=[C:13]3[C:12]=2[C:20](=[O:21])[N:24]([CH:25]2[CH2:31][CH2:30][C:29](=[O:32])[NH:28][C:26]2=[O:27])[C:14]3=[O:16])=[CH:6][CH:5]=1)([CH3:3])[CH3:2]. The yield is 0.890. (8) The reactants are [F:1][CH:2]([F:24])[O:3][C:4]1[CH:9]=[CH:8][C:7](/[C:10](=[N:22]\O)/[CH:11]2[CH2:14][N:13]([C:15]([O:17][C:18]([CH3:21])([CH3:20])[CH3:19])=[O:16])[CH2:12]2)=[CH:6][CH:5]=1.[H][H]. The yield is 0.860. The product is [NH2:22][CH:10]([C:7]1[CH:6]=[CH:5][C:4]([O:3][CH:2]([F:24])[F:1])=[CH:9][CH:8]=1)[CH:11]1[CH2:14][N:13]([C:15]([O:17][C:18]([CH3:21])([CH3:20])[CH3:19])=[O:16])[CH2:12]1. The catalyst is CO.[Pd]. (9) The reactants are [Cl:1][CH2:2][C:3]([CH2:5]Cl)=O.[Cl:7][C:8]1[CH:9]=[CH:10][C:11]([NH2:14])=[N:12][CH:13]=1. The catalyst is C(#N)C. The product is [Cl:7][C:8]1[CH:9]=[CH:10][C:11]2[N:12]([CH:5]=[C:3]([CH2:2][Cl:1])[N:14]=2)[CH:13]=1. The yield is 0.300. (10) The reactants are [Br:1][C:2]1[C:3]([NH2:10])=[N:4][CH:5]=[C:6](Br)[C:7]=1[CH3:8].[Li]CCCC. The catalyst is C1COCC1. The product is [Br:1][C:2]1[C:3]([NH2:10])=[N:4][CH:5]=[CH:6][C:7]=1[CH3:8]. The yield is 0.710.